Dataset: Catalyst prediction with 721,799 reactions and 888 catalyst types from USPTO. Task: Predict which catalyst facilitates the given reaction. Reactant: [Cl:1][C:2]1[CH:11]=[C:6]([C:7]([NH:9][NH2:10])=[O:8])[C:5]([OH:12])=[CH:4][CH:3]=1.[F:13][C:14]([F:28])([F:27])[C:15]1[CH:16]=[C:17]([CH:20]=[C:21]([C:23]([F:26])([F:25])[F:24])[CH:22]=1)[CH:18]=O. Product: [F:13][C:14]([F:27])([F:28])[C:15]1[CH:16]=[C:17]([CH:20]=[C:21]([C:23]([F:26])([F:24])[F:25])[CH:22]=1)[CH:18]=[N:10][NH:9][C:7](=[O:8])[C:6]1[C:5](=[CH:4][CH:3]=[C:2]([Cl:1])[CH:11]=1)[OH:12]. The catalyst class is: 6.